Predict which catalyst facilitates the given reaction. From a dataset of Catalyst prediction with 721,799 reactions and 888 catalyst types from USPTO. (1) Reactant: [OH:1][C@@H:2]([C@H:5]1[O:9][N:8]=[C:7]([C:10]2[N:15]=[CH:14][C:13]([C:16]3[CH:21]=[CH:20][C:19]([N:22]4[CH2:26][C@H:25]([CH2:27][N:28]5[CH:32]=[CH:31][N:30]=[N:29]5)[O:24][C:23]4=[O:33])=[CH:18][C:17]=3[F:34])=[CH:12][CH:11]=2)[CH2:6]1)[CH2:3][OH:4].[C:35](O)(=[O:42])[C:36]1[CH:41]=[CH:40][CH:39]=[N:38][CH:37]=1.N1C=CC=CC=1.C(N=C=NC(C)C)(C)C. Product: [C:35]([O:4][CH2:3][C@H:2]([C@H:5]1[O:9][N:8]=[C:7]([C:10]2[CH:11]=[CH:12][C:13]([C:16]3[CH:21]=[CH:20][C:19]([N:22]4[CH2:26][C@H:25]([CH2:27][N:28]5[CH:32]=[CH:31][N:30]=[N:29]5)[O:24][C:23]4=[O:33])=[CH:18][C:17]=3[F:34])=[CH:14][N:15]=2)[CH2:6]1)[OH:1])(=[O:42])[C:36]1[CH:41]=[CH:40][CH:39]=[N:38][CH:37]=1. The catalyst class is: 39. (2) Reactant: [C:1]([O:5][C:6](=[O:23])[CH2:7][C@H:8]([CH2:12][C@H:13]([CH3:22])[CH2:14][CH2:15][CH:16]1[CH2:21][CH2:20][CH2:19][CH2:18][CH2:17]1)C(O)=O)(C)(C)C.C([N:26](CC)CC)C.C1(P(N=[N+]=[N-])(C2C=CC=CC=2)=O)C=CC=CC=1. Product: [CH3:1][O:5][C:6](=[O:23])[CH2:7][C@@H:8]([NH2:26])[CH2:12][C@H:13]([CH3:22])[CH2:14][CH2:15][CH:16]1[CH2:21][CH2:20][CH2:19][CH2:18][CH2:17]1. The catalyst class is: 11. (3) Reactant: [H-].[Na+].[CH:3]1[C:13]2[C:12]3[CH:14]=[CH:15][CH:16]=[CH:17][C:11]=3[CH2:10][C:9](=[O:18])[NH:8][C:7]=2[CH:6]=[CH:5][CH:4]=1.[CH3:19]I. The catalyst class is: 735. Product: [CH3:19][CH:10]1[C:9](=[O:18])[NH:8][C:7]2[CH:6]=[CH:5][CH:4]=[CH:3][C:13]=2[C:12]2[CH:14]=[CH:15][CH:16]=[CH:17][C:11]1=2. (4) Reactant: [Cl:1][C:2]1[C:7]([O:8][CH3:9])=[CH:6][C:5]([O:10][CH3:11])=[CH:4][C:3]=1[C:12]1[C:23](=[O:24])[N:22]([CH2:25][CH2:26][N:27]2[CH2:32][CH2:31][NH:30][CH2:29][CH2:28]2)[C:15]2[N:16]=[C:17]([NH:20][CH3:21])[N:18]=[CH:19][C:14]=2[CH:13]=1.[C:33](Cl)(=[O:36])[CH:34]=[CH2:35]. Product: [C:33]([N:30]1[CH2:31][CH2:32][N:27]([CH2:26][CH2:25][N:22]2[C:15]3[N:16]=[C:17]([NH:20][CH3:21])[N:18]=[CH:19][C:14]=3[CH:13]=[C:12]([C:3]3[CH:4]=[C:5]([O:10][CH3:11])[CH:6]=[C:7]([O:8][CH3:9])[C:2]=3[Cl:1])[C:23]2=[O:24])[CH2:28][CH2:29]1)(=[O:36])[CH:34]=[CH2:35]. The catalyst class is: 2. (5) Reactant: [CH2:1]([C:8]1[CH:13]=[CH:12][N:11]=[N:10][CH:9]=1)[C:2]1[CH:7]=[CH:6][CH:5]=[CH:4][CH:3]=1.[OH-:14].[Na+]. Product: [C:2]1([C:1]([C:8]2[CH:13]=[CH:12][N:11]=[N:10][CH:9]=2)=[O:14])[CH:3]=[CH:4][CH:5]=[CH:6][CH:7]=1. The catalyst class is: 15. (6) Reactant: [CH2:1]([N:4]1[C:8]([SH:9])=[N:7][N:6]=[C:5]1[CH2:10][NH:11][S:12]([C:15]1[CH:20]=[CH:19][C:18]([Cl:21])=[CH:17][CH:16]=1)(=[O:14])=[O:13])[CH:2]=[CH2:3].CC[NH+](CC)CC.CC[NH+](CC)CC.C([O-])([O-])=O.I[CH2:41][CH:42]1[CH2:46][CH2:45][CH2:44][CH2:43]1. Product: [CH2:1]([N:4]1[C:8]([S:9][CH2:41][CH:42]2[CH2:46][CH2:45][CH2:44][CH2:43]2)=[N:7][N:6]=[C:5]1[CH2:10][NH:11][S:12]([C:15]1[CH:16]=[CH:17][C:18]([Cl:21])=[CH:19][CH:20]=1)(=[O:13])=[O:14])[CH:2]=[CH2:3]. The catalyst class is: 3.